This data is from Catalyst prediction with 721,799 reactions and 888 catalyst types from USPTO. The task is: Predict which catalyst facilitates the given reaction. Reactant: [C:1]12([CH2:11][OH:12])[CH2:10][CH:5]3[CH2:6][CH:7]([CH2:9][CH:3]([CH2:4]3)[CH2:2]1)[CH2:8]2.CC(C)([O-])C.[K+].[Cl:19][C:20]1[C:21](F)=[CH:22][C:23]([F:33])=[C:24]([CH:32]=1)[C:25]([NH:27][S:28]([CH3:31])(=[O:30])=[O:29])=[O:26]. Product: [C:1]12([CH2:11][O:12][C:21]3[C:20]([Cl:19])=[CH:32][C:24]([C:25]([NH:27][S:28]([CH3:31])(=[O:30])=[O:29])=[O:26])=[C:23]([F:33])[CH:22]=3)[CH2:8][CH:7]3[CH2:6][CH:5]([CH2:4][CH:3]([CH2:9]3)[CH2:2]1)[CH2:10]2. The catalyst class is: 16.